From a dataset of Reaction yield outcomes from USPTO patents with 853,638 reactions. Predict the reaction yield, written as a fraction of the theoretical maximum amount of product (1.0 means a 100% yield; for example, 0.34 means a 34% yield). The reactants are C[O:2][C:3]([CH:5]1[CH2:10][CH2:9][CH:8]([C:11]2[CH:16]=[CH:15][C:14]([CH2:17][CH2:18][CH:19]3[CH2:24][CH2:23][CH:22]([CH2:25][CH2:26][CH3:27])[CH2:21][CH2:20]3)=[CH:13][CH:12]=2)[CH2:7][CH2:6]1)=O.COCCO[AlH2-]OCCOC.[Na+].O.Cl. The catalyst is C1(C)C=CC=CC=1. The product is [CH2:25]([CH:22]1[CH2:21][CH2:20][CH:19]([CH2:18][CH2:17][C:14]2[CH:13]=[CH:12][C:11]([C@H:8]3[CH2:9][CH2:10][C@H:5]([CH:3]=[O:2])[CH2:6][CH2:7]3)=[CH:16][CH:15]=2)[CH2:24][CH2:23]1)[CH2:26][CH3:27]. The yield is 0.450.